Dataset: Reaction yield outcomes from USPTO patents with 853,638 reactions. Task: Predict the reaction yield, written as a fraction of the theoretical maximum amount of product (1.0 means a 100% yield; for example, 0.34 means a 34% yield). (1) The reactants are [CH3:1][C:2]1[C:10]2[C:9](=[O:11])[NH:8][C:7]([CH2:12][CH2:13][CH3:14])=[N:6][C:5]=2[O:4][N:3]=1.[CH2:15](Br)[C:16]1[CH:21]=[CH:20][CH:19]=[CH:18][CH:17]=1.C(=O)([O-])[O-].[K+].[K+]. The catalyst is CN(C=O)C.O. The product is [CH2:15]([N:8]1[C:9](=[O:11])[C:10]2[C:2]([CH3:1])=[N:3][O:4][C:5]=2[N:6]=[C:7]1[CH2:12][CH2:13][CH3:14])[C:16]1[CH:21]=[CH:20][CH:19]=[CH:18][CH:17]=1. The yield is 0.680. (2) The reactants are Br[C:2]1[CH:3]=[C:4]2[C:9](=[CH:10][CH:11]=1)[N:8]=[CH:7][NH:6][C:5]2=[O:12].[C:13]1(B(O)O)[C:22]2[C:17](=[CH:18][CH:19]=[CH:20][CH:21]=2)[CH:16]=[CH:15][CH:14]=1.C(=O)([O-])[O-].[K+].[K+].C1(P(C2C=CC=CC=2)C2C=CC=CC=2)C=CC=CC=1.C(=O)(O)[O-]. The catalyst is CN(C)C(=O)C.C(O)C.O.C1C=CC(/C=C/C(/C=C/C2C=CC=CC=2)=O)=CC=1.C1C=CC(/C=C/C(/C=C/C2C=CC=CC=2)=O)=CC=1.C1C=CC(/C=C/C(/C=C/C2C=CC=CC=2)=O)=CC=1.[Pd].[Pd].C(Cl)Cl. The product is [C:21]1([C:2]2[CH:3]=[C:4]3[C:9](=[CH:10][CH:11]=2)[N:8]=[CH:7][NH:6][C:5]3=[O:12])[C:22]2[C:17](=[CH:16][CH:15]=[CH:14][CH:13]=2)[CH:18]=[CH:19][CH:20]=1. The yield is 0.620. (3) The reactants are [Cl:1][C:2]1[C:11]([C:12](OCC)=[O:13])=[C:10]([CH2:17][N:18]2[CH2:23][CH2:22][N:21]([CH3:24])[CH2:20][CH2:19]2)[C:9]2[C:4](=[CH:5][C:6]([Cl:27])=[C:7]([O:25][CH3:26])[CH:8]=2)[N:3]=1.[H-].C([Al+]CC(C)C)C(C)C.[C@H](O)(C([O-])=O)[C@@H](O)C([O-])=O.[Na+].[K+]. The catalyst is C(Cl)Cl. The yield is 0.800. The product is [Cl:1][C:2]1[C:11]([CH2:12][OH:13])=[C:10]([CH2:17][N:18]2[CH2:19][CH2:20][N:21]([CH3:24])[CH2:22][CH2:23]2)[C:9]2[C:4](=[CH:5][C:6]([Cl:27])=[C:7]([O:25][CH3:26])[CH:8]=2)[N:3]=1. (4) The reactants are Cl.[F:2][C:3]1[C:8]([F:9])=[CH:7][CH:6]=[CH:5][C:4]=1[C:10]1[N:11]=[C:12]([N:15]2[CH2:20][CH2:19][NH:18][CH2:17][CH2:16]2)[S:13][CH:14]=1.[OH-].[Na+]. The catalyst is O. The product is [F:2][C:3]1[C:8]([F:9])=[CH:7][CH:6]=[CH:5][C:4]=1[C:10]1[N:11]=[C:12]([N:15]2[CH2:20][CH2:19][NH:18][CH2:17][CH2:16]2)[S:13][CH:14]=1. The yield is 0.568. (5) The yield is 0.590. The product is [CH2:22]([C:21]([C:17]1[CH:18]=[C:19]([CH3:20])[C:14]([C:11]2[N:10]=[CH:9][C:8]([CH2:7][C:6]([OH:42])=[O:5])=[CH:13][CH:12]=2)=[C:15]([CH3:41])[CH:16]=1)([C:24]1[CH:29]=[CH:28][C:27](/[CH:30]=[CH:31]/[C:32]([CH2:33][CH3:34])([OH:35])[CH2:36][CH3:37])=[C:26]([CH3:38])[CH:25]=1)[CH2:39][CH3:40])[CH3:23]. The reactants are [OH-].[Na+].C([O:5][C:6](=[O:42])[CH2:7][C:8]1[CH:9]=[N:10][C:11]([C:14]2[C:19]([CH3:20])=[CH:18][C:17]([C:21]([CH2:39][CH3:40])([C:24]3[CH:29]=[CH:28][C:27](/[CH:30]=[CH:31]/[C:32]([CH2:36][CH3:37])([OH:35])[CH2:33][CH3:34])=[C:26]([CH3:38])[CH:25]=3)[CH2:22][CH3:23])=[CH:16][C:15]=2[CH3:41])=[CH:12][CH:13]=1)C.[Cl-].[NH4+]. The catalyst is CO.O1CCCC1. (6) The reactants are [CH3:1][O:2][CH2:3][CH2:4][N:5]([CH3:17])[C:6]1[CH:16]=[CH:15][C:9]([C:10]([O:12]CC)=[O:11])=[CH:8][CH:7]=1.[OH-].[Na+]. The catalyst is CO. The product is [CH3:1][O:2][CH2:3][CH2:4][N:5]([CH3:17])[C:6]1[CH:16]=[CH:15][C:9]([C:10]([OH:12])=[O:11])=[CH:8][CH:7]=1. The yield is 0.820. (7) The reactants are [CH3:1][C:2]1[CH:7]=[CH:6][CH:5]=[C:4]([CH3:8])[C:3]=1[CH2:9][NH:10][NH:11][C:12](=[O:15])OC.C(OC)(=O)[C:17]#[C:18][C:19]([O:21][CH3:22])=[O:20].C[O-].[Na+].Cl. The catalyst is CO. The product is [CH3:8][C:4]1[CH:5]=[CH:6][CH:7]=[C:2]([CH3:1])[C:3]=1[CH2:9][N:10]1[C:18]([C:19]([O:21][CH3:22])=[O:20])=[CH:17][C:12]([OH:15])=[N:11]1. The yield is 0.960. (8) The reactants are [Cl-].O[NH3+:3].[C:4](=[O:7])([O-])[OH:5].[Na+].CS(C)=O.[CH2:13]([C:17]1[N:18]=[C:19]([CH3:51])[N:20]([CH2:39][C:40]2[N:41]=[C:42]([C:45]3[CH:50]=[CH:49][CH:48]=[CH:47][CH:46]=3)[S:43][CH:44]=2)[C:21](=[O:38])[C:22]=1[CH2:23][C:24]1[CH:29]=[CH:28][C:27]([C:30]2[C:31]([C:36]#[N:37])=[CH:32][CH:33]=[CH:34][CH:35]=2)=[CH:26][CH:25]=1)[CH2:14][CH2:15][CH3:16]. The catalyst is C(OCC)(=O)C. The product is [CH2:13]([C:17]1[N:18]=[C:19]([CH3:51])[N:20]([CH2:39][C:40]2[N:41]=[C:42]([C:45]3[CH:50]=[CH:49][CH:48]=[CH:47][CH:46]=3)[S:43][CH:44]=2)[C:21](=[O:38])[C:22]=1[CH2:23][C:24]1[CH:25]=[CH:26][C:27]([C:30]2[CH:35]=[CH:34][CH:33]=[CH:32][C:31]=2[C:36]2[NH:3][C:4](=[O:7])[O:5][N:37]=2)=[CH:28][CH:29]=1)[CH2:14][CH2:15][CH3:16]. The yield is 0.600. (9) The reactants are C(C1C=C(NC2N=C(NC3C=CC=C(C(O)=O)C=3)C(F)=CN=2)C=CC=1)(O)=O.[CH3:28][O:29][C:30]1[CH:31]=[C:32]([NH:40][C:41]2[N:46]=[C:45]([NH:47][C:48]3[CH:53]=[CH:52][C:51]([C:54]([O:56]C)=[O:55])=[C:50]([O:58][CH3:59])[CH:49]=3)[C:44]([F:60])=[CH:43][N:42]=2)[CH:33]=[CH:34][C:35]=1[C:36]([O:38]C)=[O:37].[OH-].[Na+]. No catalyst specified. The product is [C:36]([C:35]1[CH:34]=[CH:33][C:32]([NH:40][C:41]2[N:46]=[C:45]([NH:47][C:48]3[CH:53]=[CH:52][C:51]([C:54]([OH:56])=[O:55])=[C:50]([O:58][CH3:59])[CH:49]=3)[C:44]([F:60])=[CH:43][N:42]=2)=[CH:31][C:30]=1[O:29][CH3:28])([OH:38])=[O:37]. The yield is 0.640. (10) The reactants are [Cl:1][C:2]1[CH:7]=[CH:6][N:5]=[C:4]([NH2:8])[C:3]=1[I:9].[N+:10]([O-])([O-:12])=[O:11].[K+].[OH-].[NH4+]. The catalyst is OS(O)(=O)=O. The product is [Cl:1][C:2]1[C:7]([N+:10]([O-:12])=[O:11])=[CH:6][N:5]=[C:4]([NH2:8])[C:3]=1[I:9]. The yield is 0.290.